From a dataset of Catalyst prediction with 721,799 reactions and 888 catalyst types from USPTO. Predict which catalyst facilitates the given reaction. Reactant: Cl[CH2:2][CH2:3][CH2:4][O:5][CH2:6][CH2:7][C:8]1[CH:16]=[CH:15][C:11]2[CH:12]=[CH:13][S:14][C:10]=2[CH:9]=1.Cl.[NH:18]1[CH2:21][CH:20]([OH:22])[CH2:19]1.C(=O)([O-])[O-].[K+].[K+].Cl. Product: [S:14]1[C:10]2[CH:9]=[C:8]([CH2:7][CH2:6][O:5][CH2:4][CH2:3][CH2:2][N:18]3[CH2:21][CH:20]([OH:22])[CH2:19]3)[CH:16]=[CH:15][C:11]=2[CH:12]=[CH:13]1. The catalyst class is: 829.